From a dataset of Full USPTO retrosynthesis dataset with 1.9M reactions from patents (1976-2016). Predict the reactants needed to synthesize the given product. Given the product [CH3:28][O:29][N:22]([CH3:25])[C:4](=[O:6])[CH:3]([O:2][CH3:1])[C:7]1[CH:12]=[CH:11][C:10]([C:13]2[O:14][C:15]([CH3:18])=[N:16][N:17]=2)=[CH:9][CH:8]=1, predict the reactants needed to synthesize it. The reactants are: [CH3:1][O:2][CH:3]([C:7]1[CH:12]=[CH:11][C:10]([C:13]2[O:14][C:15]([CH3:18])=[N:16][N:17]=2)=[CH:9][CH:8]=1)[C:4]([OH:6])=O.C([N:22]([CH:25](C)C)CC)(C)C.[CH3:28][O:29]CCN(S(F)(F)F)CCOC.